From a dataset of Full USPTO retrosynthesis dataset with 1.9M reactions from patents (1976-2016). Predict the reactants needed to synthesize the given product. Given the product [NH:9]1[C:13]2[CH:14]=[C:15]([C:5](=[O:6])[CH2:4][CH2:3][CH2:2][C:1]([OH:7])=[O:8])[CH:16]=[CH:17][C:12]=2[NH:11][C:10]1=[O:18], predict the reactants needed to synthesize it. The reactants are: [C:1]1(=[O:8])[O:7][C:5](=[O:6])[CH2:4][CH2:3][CH2:2]1.[NH:9]1[C:13]2[CH:14]=[CH:15][CH:16]=[CH:17][C:12]=2[NH:11][C:10]1=[O:18].[Cl-].[Al+3].[Cl-].[Cl-].Cl.